This data is from Forward reaction prediction with 1.9M reactions from USPTO patents (1976-2016). The task is: Predict the product of the given reaction. (1) Given the reactants [NH2:1][C:2]1([CH2:31][CH2:32][CH2:33][CH3:34])[C:11]2[C:6](=[CH:7][CH:8]=[CH:9][CH:10]=2)[C:5]([OH:12])=[C:4]([C:13]2[NH:18][C:17]3[CH:19]=[CH:20][C:21]([NH:23][S:24]([CH3:27])(=[O:26])=[O:25])=[CH:22][C:16]=3[S:15](=[O:29])(=[O:28])[N:14]=2)[C:3]1=[O:30].C(N(CC)CC)C.[C:42](OC(=O)C)(=[O:44])[CH3:43].C([O-])([O-])=O.[K+].[K+], predict the reaction product. The product is: [CH2:31]([C:2]1([NH:1][C:42](=[O:44])[CH3:43])[C:11]2[C:6](=[CH:7][CH:8]=[CH:9][CH:10]=2)[C:5]([OH:12])=[C:4]([C:13]2[NH:18][C:17]3[CH:19]=[CH:20][C:21]([NH:23][S:24]([CH3:27])(=[O:26])=[O:25])=[CH:22][C:16]=3[S:15](=[O:29])(=[O:28])[N:14]=2)[C:3]1=[O:30])[CH2:32][CH2:33][CH3:34]. (2) Given the reactants [CH3:1][C:2]([O-])([CH3:4])C.[Na+].Cl[C:8]1[CH:17]=[N:16][C:15]2[C:10](=[CH:11][CH:12]=[CH:13][CH:14]=2)[N:9]=1.[NH4+:18].[Cl-].C([O-])([O-])=O.[Na+].[Na+].[CH2:26]1[CH2:30][O:29][CH2:28][CH2:27]1, predict the reaction product. The product is: [CH:4]12[NH:18][CH:28]([CH2:1][CH2:2]1)[CH2:27][CH:26]2[CH2:30][O:29][C:8]1[CH:17]=[N:16][C:15]2[C:10](=[CH:11][CH:12]=[CH:13][CH:14]=2)[N:9]=1.